Predict the product of the given reaction. From a dataset of Forward reaction prediction with 1.9M reactions from USPTO patents (1976-2016). (1) Given the reactants [K+].[CH3:2][O:3][C:4]([C:6]1[N:11]=[C:10]([C:12]([O-:14])=O)[CH:9]=[CH:8][CH:7]=1)=[O:5].CN(C(ON1N=NC2C=CC=CC1=2)=[N+](C)C)C.[B-](F)(F)(F)F.[NH2:37][CH2:38][C:39]1[C:44]([CH2:45][CH3:46])=[N:43][C:42]2[N:47]([CH2:50][CH3:51])[N:48]=[CH:49][C:41]=2[C:40]=1[NH:52][CH:53]1[CH2:58][CH2:57][O:56][CH2:55][CH2:54]1, predict the reaction product. The product is: [CH2:50]([N:47]1[C:42]2=[N:43][C:44]([CH2:45][CH3:46])=[C:39]([CH2:38][NH:37][C:12]([C:10]3[N:11]=[C:6]([C:4]([O:3][CH3:2])=[O:5])[CH:7]=[CH:8][CH:9]=3)=[O:14])[C:40]([NH:52][CH:53]3[CH2:54][CH2:55][O:56][CH2:57][CH2:58]3)=[C:41]2[CH:49]=[N:48]1)[CH3:51]. (2) Given the reactants [C:1]([N:3]=[C:4]([N:13]1[CH2:18][CH2:17][NH:16][CH:15]([C:19]2[CH:24]=[CH:23][CH:22]=[CH:21][CH:20]=2)[CH2:14]1)[NH:5][C:6]1[CH:11]=[CH:10][CH:9]=[CH:8][C:7]=1[CH3:12])#[N:2].Cl[C:26]1[O:27][C:28]2[CH:34]=[CH:33][CH:32]=[CH:31][C:29]=2[N:30]=1, predict the reaction product. The product is: [O:27]1[C:28]2[CH:34]=[CH:33][CH:32]=[CH:31][C:29]=2[N:30]=[C:26]1[N:16]1[CH2:17][CH2:18][N:13]([C:4](=[N:3][C:1]#[N:2])[NH:5][C:6]2[CH:11]=[CH:10][CH:9]=[CH:8][C:7]=2[CH3:12])[CH2:14][CH:15]1[C:19]1[CH:24]=[CH:23][CH:22]=[CH:21][CH:20]=1. (3) Given the reactants Br[C:2]1[CH:3]=[C:4]([C@@H:8]([OH:13])[C:9]([F:12])([F:11])[F:10])[CH:5]=[N:6][CH:7]=1.[CH3:14][C:15]1([CH3:31])[C:19]([CH3:21])([CH3:20])[O:18][B:17]([B:17]2[O:18][C:19]([CH3:21])([CH3:20])[C:15]([CH3:31])([CH3:14])[O:16]2)[O:16]1.CC([O-])=O.[K+], predict the reaction product. The product is: [F:10][C:9]([F:12])([F:11])[C@@H:8]([C:4]1[CH:5]=[N:6][CH:7]=[C:2]([B:17]2[O:18][C:19]([CH3:21])([CH3:20])[C:15]([CH3:31])([CH3:14])[O:16]2)[CH:3]=1)[OH:13]. (4) Given the reactants [H-].[Na+].C(OP([CH:11]([F:17])[C:12]([O:14][CH2:15][CH3:16])=[O:13])(OCC)=O)C.[CH3:18][C:19]([CH3:21])=O, predict the reaction product. The product is: [CH2:15]([O:14][C:12](=[O:13])[C:11]([F:17])=[C:19]([CH3:21])[CH3:18])[CH3:16]. (5) Given the reactants [Cl:1][C:2]1[CH:7]=[C:6]([Cl:8])[CH:5]=[CH:4][C:3]=1[CH:9]1[N:14]2[CH:15]=[C:16]([C:18]([O:20][CH2:21][CH3:22])=[O:19])[N:17]=[C:13]2[NH:12][C:11]([CH3:23])=[C:10]1[C:24]([O:26][C:27]([CH3:30])([CH3:29])[CH3:28])=[O:25].[O-][Mn](=O)(=O)=O.[K+], predict the reaction product. The product is: [Cl:1][C:2]1[CH:7]=[C:6]([Cl:8])[CH:5]=[CH:4][C:3]=1[C:9]1[N:14]2[CH:15]=[C:16]([C:18]([O:20][CH2:21][CH3:22])=[O:19])[N:17]=[C:13]2[N:12]=[C:11]([CH3:23])[C:10]=1[C:24]([O:26][C:27]([CH3:28])([CH3:30])[CH3:29])=[O:25]. (6) Given the reactants [C:1](#[N:5])[CH:2]([CH3:4])[CH3:3].C[Si]([N-][Si](C)(C)C)(C)C.[K+].Cl[C:17]1[CH:22]=[CH:21][CH:20]=[C:19]([Cl:23])[N:18]=1, predict the reaction product. The product is: [Cl:23][C:19]1[N:18]=[C:17]([C:2]([CH3:4])([CH3:3])[C:1]#[N:5])[CH:22]=[CH:21][CH:20]=1. (7) Given the reactants [Cl:1][C:2]1[N:7]=[CH:6][C:5]2[CH2:8][C:9](=[O:11])[NH:10][C:4]=2[CH:3]=1.[H-].[Na+].Br[CH2:15][CH2:16]Br.C(Cl)Cl, predict the reaction product. The product is: [Cl:1][C:2]1[N:7]=[CH:6][C:5]2[C:8]3([CH2:16][CH2:15]3)[C:9](=[O:11])[NH:10][C:4]=2[CH:3]=1. (8) Given the reactants [Br:1][C:2]1[CH:10]=[CH:9][C:5]([C:6]([OH:8])=[O:7])=[CH:4][C:3]=1[CH3:11].O[CH2:13][CH2:14][C:15]#[N:16], predict the reaction product. The product is: [Br:1][C:2]1[CH:10]=[CH:9][C:5]([C:6]([O:8][CH2:13][CH2:14][C:15]#[N:16])=[O:7])=[CH:4][C:3]=1[CH3:11].